This data is from Full USPTO retrosynthesis dataset with 1.9M reactions from patents (1976-2016). The task is: Predict the reactants needed to synthesize the given product. Given the product [Br:15][C:16]1[CH:25]=[C:24]([C:26]([F:28])([F:29])[F:27])[CH:23]=[C:22]2[C:17]=1[CH:18]=[CH:19][N:20]([CH2:2][C:3]1[CH:8]=[C:7]([Cl:9])[CH:6]=[CH:5][C:4]=1[S:10]([CH2:13][CH3:14])(=[O:12])=[O:11])[C:21]2=[O:30], predict the reactants needed to synthesize it. The reactants are: Br[CH2:2][C:3]1[CH:8]=[C:7]([Cl:9])[CH:6]=[CH:5][C:4]=1[S:10]([CH2:13][CH3:14])(=[O:12])=[O:11].[Br:15][C:16]1[CH:25]=[C:24]([C:26]([F:29])([F:28])[F:27])[CH:23]=[C:22]2[C:17]=1[CH:18]=[CH:19][NH:20][C:21]2=[O:30].